This data is from Reaction yield outcomes from USPTO patents with 853,638 reactions. The task is: Predict the reaction yield, written as a fraction of the theoretical maximum amount of product (1.0 means a 100% yield; for example, 0.34 means a 34% yield). (1) The reactants are Br[C:2]1[CH:3]=[C:4]([C:7](=[O:12])[C:8]([F:11])([F:10])[F:9])[S:5][CH:6]=1.[C:13]([C:16]1[CH:17]=[C:18](B(O)O)[CH:19]=[CH:20][CH:21]=1)([OH:15])=[O:14]. No catalyst specified. The product is [F:9][C:8]([F:11])([F:10])[C:7]([C:4]1[S:5][CH:6]=[C:2]([C:20]2[CH:21]=[C:16]([CH:17]=[CH:18][CH:19]=2)[C:13]([OH:15])=[O:14])[CH:3]=1)=[O:12]. The yield is 0.460. (2) The reactants are [Si]([O:8][CH2:9][C@@H:10]([CH3:25])[CH2:11][N:12]1[C:17]2[CH:18]=[C:19]([O:22][CH3:23])[CH:20]=[CH:21][C:16]=2[O:15][CH2:14][C:13]1=[O:24])(C(C)(C)C)(C)C.O.[F-].C([N+](CCCC)(CCCC)CCCC)CCC. The catalyst is CCCCCCC.CCOC(C)=O. The product is [OH:8][CH2:9][C@@H:10]([CH3:25])[CH2:11][N:12]1[C:17]2[CH:18]=[C:19]([O:22][CH3:23])[CH:20]=[CH:21][C:16]=2[O:15][CH2:14][C:13]1=[O:24]. The yield is 1.00. (3) The reactants are [Br:1][C:2]1[C:10]2[C:5](=[CH:6][C:7]([N+:13]([O-:15])=[O:14])=[C:8]([CH2:11][NH2:12])[CH:9]=2)[N:4]([C:16]([C:29]2[CH:34]=[CH:33][CH:32]=[CH:31][CH:30]=2)([C:23]2[CH:28]=[CH:27][CH:26]=[CH:25][CH:24]=2)[C:17]2[CH:22]=[CH:21][CH:20]=[CH:19][CH:18]=2)[N:3]=1.[S:35]1[CH:39]=[C:38]([CH:40]=O)[N:37]=[CH:36]1.C([BH3-])#N.[Na+]. The catalyst is C(O)(=O)C. The product is [Br:1][C:2]1[C:10]2[C:5](=[CH:6][C:7]([N+:13]([O-:15])=[O:14])=[C:8]([CH2:11][NH:12][CH2:40][C:38]3[N:37]=[CH:36][S:35][CH:39]=3)[CH:9]=2)[N:4]([C:16]([C:29]2[CH:34]=[CH:33][CH:32]=[CH:31][CH:30]=2)([C:23]2[CH:24]=[CH:25][CH:26]=[CH:27][CH:28]=2)[C:17]2[CH:22]=[CH:21][CH:20]=[CH:19][CH:18]=2)[N:3]=1. The yield is 0.320. (4) The reactants are I[C:2]1[CH:7]=[CH:6][N:5]=[C:4]([N:8]2[CH2:13][CH2:12][N:11]([CH2:14][C:15]3[CH:20]=[CH:19][CH:18]=[CH:17][CH:16]=3)[CH2:10][CH2:9]2)[C:3]=1[C:21]([O:23][CH:24]([CH3:26])[CH3:25])=[O:22].C(=O)([O-])[O-].[K+].[K+].C(O)CO.[C:37]1([SH:43])[CH:42]=[CH:41][CH:40]=[CH:39][CH:38]=1. The catalyst is CS(C)=O.[Cu]I.C(O)(C)C. The product is [C:15]1([CH2:14][N:11]2[CH2:12][CH2:13][N:8]([C:4]3[C:3]([C:21]([O:23][CH:24]([CH3:26])[CH3:25])=[O:22])=[C:2]([S:43][C:37]4[CH:42]=[CH:41][CH:40]=[CH:39][CH:38]=4)[CH:7]=[CH:6][N:5]=3)[CH2:9][CH2:10]2)[CH:20]=[CH:19][CH:18]=[CH:17][CH:16]=1. The yield is 0.659. (5) The reactants are [Br:1][C:2]1[CH:7]=[CH:6][C:5]([NH:8][C:9]2[N:10]([CH3:19])[C:11](=[O:18])[CH:12]=[CH:13][C:14]=2[C:15]([OH:17])=O)=[C:4]([F:20])[CH:3]=1.CCN=C=NCCCN(C)C.C1C=CC2N(O)N=NC=2C=1.[CH:42]1([CH2:45][O:46][NH2:47])[CH2:44][CH2:43]1.CCN(CC)CC. The catalyst is CC(N(C)C)=O.CCOC(C)=O. The product is [CH:42]1([CH2:45][O:46][NH:47][C:15]([C:14]2[CH:13]=[CH:12][C:11](=[O:18])[N:10]([CH3:19])[C:9]=2[NH:8][C:5]2[CH:6]=[CH:7][C:2]([Br:1])=[CH:3][C:4]=2[F:20])=[O:17])[CH2:44][CH2:43]1. The yield is 0.570. (6) The reactants are [Cl:1][C:2]1[CH:7]=[CH:6][C:5]([C:8]2[CH:9]=[C:10]3[C:16]([C:17]([C:19]4[C:20]([F:33])=[C:21]([NH:26][S:27]([CH2:30][CH2:31][CH3:32])(=[O:29])=[O:28])[CH:22]=[CH:23][C:24]=4[F:25])=[O:18])=[CH:15][NH:14][C:11]3=[N:12][CH:13]=2)=[CH:4][CH:3]=1.Cl[C:35]([O:37][CH2:38][CH3:39])=[O:36].C(N(CC)CC)C. The catalyst is O1CCOCC1. The product is [Cl:1][C:2]1[CH:7]=[CH:6][C:5]([C:8]2[CH:9]=[C:10]3[C:16]([C:17]([C:19]4[C:20]([F:33])=[C:21]([N:26]([S:27]([CH2:30][CH2:31][CH3:32])(=[O:28])=[O:29])[C:35](=[O:36])[O:37][CH2:38][CH3:39])[CH:22]=[CH:23][C:24]=4[F:25])=[O:18])=[CH:15][NH:14][C:11]3=[N:12][CH:13]=2)=[CH:4][CH:3]=1. The yield is 0.500.